This data is from Full USPTO retrosynthesis dataset with 1.9M reactions from patents (1976-2016). The task is: Predict the reactants needed to synthesize the given product. (1) Given the product [Cl:18][C:19]1[CH:20]=[C:21]([NH:32][C:2]2[C:11]3[C:6](=[CH:7][C:8]([F:12])=[C:9]([O:42][CH2:40][CH3:41])[CH:10]=3)[N:5]=[CH:4][C:3]=2[C:13]#[N:14])[CH:22]=[CH:23][C:24]=1[S:25][C:26]1[N:27]([CH3:31])[CH:28]=[CH:29][N:30]=1, predict the reactants needed to synthesize it. The reactants are: Cl[C:2]1(OCC)[C:11]2[C:6](=[CH:7][C:8]([F:12])=[CH:9][CH:10]=2)[N:5]=[CH:4][CH:3]1[C:13]#[N:14].[Cl:18][C:19]1[CH:20]=[C:21]([NH2:32])[CH:22]=[CH:23][C:24]=1[S:25][C:26]1[N:27]([CH3:31])[CH:28]=[CH:29][N:30]=1.Cl.N1C=CC=CC=1.[CH2:40]([O:42]CCO)[CH3:41]. (2) Given the product [F:1][C:2]([F:26])([F:25])[CH2:3][NH:4][C:5]([C:7]1([CH2:20][CH2:21][CH2:22][CH2:23][N:33]2[C@H:32]([CH3:34])[CH2:31][N:30]([C:35]3[CH:44]=[CH:43][C:42]4[C:37](=[CH:38][CH:39]=[CH:40][CH:41]=4)[N:36]=3)[CH2:29][C@@H:28]2[CH3:27])[C:19]2[CH:18]=[CH:17][CH:16]=[CH:15][C:14]=2[C:13]2[C:8]1=[CH:9][CH:10]=[CH:11][CH:12]=2)=[O:6], predict the reactants needed to synthesize it. The reactants are: [F:1][C:2]([F:26])([F:25])[CH2:3][NH:4][C:5]([C:7]1([CH2:20][CH2:21][CH2:22][CH2:23]Br)[C:19]2[CH:18]=[CH:17][CH:16]=[CH:15][C:14]=2[C:13]2[C:8]1=[CH:9][CH:10]=[CH:11][CH:12]=2)=[O:6].[CH3:27][C@H:28]1[NH:33][C@@H:32]([CH3:34])[CH2:31][N:30]([C:35]2[CH:44]=[CH:43][C:42]3[C:37](=[CH:38][CH:39]=[CH:40][CH:41]=3)[N:36]=2)[CH2:29]1. (3) Given the product [C:1]([C:5]1[O:9][CH:8]=[N:7][C:6]=1[CH:10]=[C:11]([OH:15])[C:12]([NH:40][C@H:41]([C:49](=[O:50])[NH2:51])[CH2:42][C:43]1[CH:48]=[CH:47][CH:46]=[CH:45][CH:44]=1)=[O:14])([CH3:2])([CH3:3])[CH3:4], predict the reactants needed to synthesize it. The reactants are: [C:1]([C:5]1[O:9][CH:8]=[N:7][C:6]=1[CH:10]=[C:11]([OH:15])[C:12]([OH:14])=O)([CH3:4])([CH3:3])[CH3:2].C1C=CC2N(O)N=NC=2C=1.O.CCN=C=NCCCN(C)C.Cl.Cl.[NH2:40][C@H:41]([C:49]([NH2:51])=[O:50])[CH2:42][C:43]1[CH:48]=[CH:47][CH:46]=[CH:45][CH:44]=1.C(N(CC)CC)C.